From a dataset of Forward reaction prediction with 1.9M reactions from USPTO patents (1976-2016). Predict the product of the given reaction. Given the reactants CN1CCCC1=[O:7].Cl.BrC1[CH:11]=[C:12]([CH:15]=[CH:16]C=1)[CH2:13]N.C(N(C(C)C)CC)(C)C.[BH-](OC(C)=O)(OC(C)=O)[O:28][C:29](C)=[O:30].[Na+], predict the reaction product. The product is: [CH3:16][CH:15]([OH:7])[C:12]([C:29]([OH:30])=[O:28])([CH3:13])[CH3:11].